From a dataset of Forward reaction prediction with 1.9M reactions from USPTO patents (1976-2016). Predict the product of the given reaction. (1) Given the reactants [F:1][C@H:2]1[C@@H:7]([O:8][C:9]2[CH:16]=[CH:15][C:14]([C:17]3[N:22]=[C:21]([NH:23][C:24]4[CH:29]=[CH:28][C:27]([N:30]5[CH2:35][CH2:34][N:33]([CH:36]6[CH2:39][O:38][CH2:37]6)[C@@H:32]([CH3:40])[CH2:31]5)=[CH:26][CH:25]=4)[N:20]=[CH:19][N:18]=3)=[CH:13][C:10]=2[C:11]#[N:12])[CH2:6][CH2:5][NH:4][CH2:3]1.[C:41](O)(=[O:44])[CH2:42][OH:43].CN(C(ON1N=NC2C=CC=NC1=2)=[N+](C)C)C.F[P-](F)(F)(F)(F)F.C(Cl)Cl, predict the reaction product. The product is: [F:1][C@H:2]1[C@@H:7]([O:8][C:9]2[CH:16]=[CH:15][C:14]([C:17]3[N:22]=[C:21]([NH:23][C:24]4[CH:29]=[CH:28][C:27]([N:30]5[CH2:35][CH2:34][N:33]([CH:36]6[CH2:37][O:38][CH2:39]6)[C@@H:32]([CH3:40])[CH2:31]5)=[CH:26][CH:25]=4)[N:20]=[CH:19][N:18]=3)=[CH:13][C:10]=2[C:11]#[N:12])[CH2:6][CH2:5][N:4]([C:42](=[O:43])[CH2:41][OH:44])[CH2:3]1. (2) The product is: [N:26]1[CH:27]=[CH:28][CH:29]=[CH:30][C:25]=1[CH2:24][C:10]12[C:16](=[O:17])[N:15]([CH2:18][C:19]([F:21])([F:22])[F:20])[C:14](=[O:23])[N:11]1[CH2:12][CH2:13][NH:8][CH2:9]2. Given the reactants C(OC([N:8]1[CH2:13][CH2:12][N:11]2[C:14](=[O:23])[N:15]([CH2:18][C:19]([F:22])([F:21])[F:20])[C:16](=[O:17])[C:10]2([CH2:24][C:25]2[CH:30]=[CH:29][CH:28]=[CH:27][N:26]=2)[CH2:9]1)=O)(C)(C)C.CS(O)(=O)=O.C(N(CC)CC)C, predict the reaction product.